This data is from Catalyst prediction with 721,799 reactions and 888 catalyst types from USPTO. The task is: Predict which catalyst facilitates the given reaction. (1) Reactant: O[NH:2][C:3](=[O:13])[C:4]1[CH:9]=[CH:8][C:7]([CH2:10]O)=[CH:6][C:5]=1[OH:12].CN(C)C=O.S(Cl)([Cl:21])=O. Product: [Cl:21][CH2:10][C:7]1[CH:8]=[CH:9][C:4]2[C:3]([OH:13])=[N:2][O:12][C:5]=2[CH:6]=1. The catalyst class is: 2. (2) Reactant: [NH2:1][CH:2]([CH3:6])[C:3]([OH:5])=[O:4].[C:7]1([CH3:17])[CH:12]=[CH:11][C:10](S(O)(=O)=O)=[CH:9][CH:8]=1.C(O)C1C=CC=CC=1.O. Product: [CH2:17]([O:4][C:3](=[O:5])[CH:2]([NH2:1])[CH3:6])[C:7]1[CH:12]=[CH:11][CH:10]=[CH:9][CH:8]=1. The catalyst class is: 451. (3) Reactant: [Cl:1][C:2]1[CH:12]=[CH:11][C:10]([N+:13]([O-])=O)=[CH:9][C:3]=1[CH:4]=[CH:5][C:6]([OH:8])=O.[CH2:16]([NH:18][CH2:19][CH3:20])[CH3:17].Cl.CN(C)CCCN=C=NCC.O.ON1C2C=CC=CC=2N=N1. Product: [NH2:13][C:10]1[CH:11]=[CH:12][C:2]([Cl:1])=[C:3](/[CH:4]=[CH:5]/[C:6]([N:18]([CH2:19][CH3:20])[CH2:16][CH3:17])=[O:8])[CH:9]=1. The catalyst class is: 22. (4) Reactant: N[C@H:2]([C@@H:6]([CH3:9])[CH2:7][CH3:8])[C:3]([OH:5])=[O:4].[BrH:10].N([O-])=O.[Na+]. Product: [Br:10][C@H:2]([C@@H:6]([CH3:9])[CH2:7][CH3:8])[C:3]([OH:5])=[O:4]. The catalyst class is: 6.